This data is from Full USPTO retrosynthesis dataset with 1.9M reactions from patents (1976-2016). The task is: Predict the reactants needed to synthesize the given product. The reactants are: [C:1]1([CH:7]([C:14]2[CH:19]=[CH:18][CH:17]=[CH:16][CH:15]=2)[N:8]2[CH2:11][CH:10]([CH2:12][OH:13])[CH2:9]2)[CH:6]=[CH:5][CH:4]=[CH:3][CH:2]=1.C1(C(C2C=CC=CC=2)N2CC(C(O)=O)C2)C=CC=CC=1.[H-].[H-].[H-].[H-].[Li+].[Al+3].CCN(CC)CC.[CH3:53][S:54](Cl)(=[O:56])=[O:55]. Given the product [CH3:53][S:54]([O:13][CH2:12][CH:10]1[CH2:11][N:8]([CH:7]([C:14]2[CH:19]=[CH:18][CH:17]=[CH:16][CH:15]=2)[C:1]2[CH:2]=[CH:3][CH:4]=[CH:5][CH:6]=2)[CH2:9]1)(=[O:56])=[O:55], predict the reactants needed to synthesize it.